Task: Regression. Given two drug SMILES strings and cell line genomic features, predict the synergy score measuring deviation from expected non-interaction effect.. Dataset: NCI-60 drug combinations with 297,098 pairs across 59 cell lines (1) Drug 1: C1=NC2=C(N1)C(=S)N=C(N2)N. Drug 2: C1=CC(=CC=C1C#N)C(C2=CC=C(C=C2)C#N)N3C=NC=N3. Cell line: HL-60(TB). Synergy scores: CSS=47.8, Synergy_ZIP=-1.09, Synergy_Bliss=-2.32, Synergy_Loewe=-14.1, Synergy_HSA=-1.69. (2) Drug 1: C1CC(C1)(C(=O)O)C(=O)O.[NH2-].[NH2-].[Pt+2]. Drug 2: C1=CN(C=N1)CC(O)(P(=O)(O)O)P(=O)(O)O. Cell line: UACC-257. Synergy scores: CSS=2.38, Synergy_ZIP=-0.543, Synergy_Bliss=-0.710, Synergy_Loewe=-1.57, Synergy_HSA=-0.550.